Binary Classification. Given a miRNA mature sequence and a target amino acid sequence, predict their likelihood of interaction. From a dataset of Experimentally validated miRNA-target interactions with 360,000+ pairs, plus equal number of negative samples. The miRNA is hsa-miR-6506-5p with sequence ACUGGGAUGUCACUGAAUAUGGU. The protein sequence of the target gene is MSAFSEAALEKKLSELSNSQQSVQTLSLWLIHHRKHSRPIVTVWERELRKAKPNRKLTFLYLANDVIQNSKRKGPEFTKDFAPVIVEAFKHVSSETDESCKKHLGRVLSIWEERSVYENDVLEQLKHALYGDKKARKRTYEQIKVDENENCSSLGSPSEPPQTLDLVRALQDLENAASGDAAVHQRIASLPVEVQEVSLLEKITDKESGERLSKMVEDACMLLADYNGRLAAEIDDRKQLTRMLADFLRCQKEALAEKEHKLEEYKRKLARVSLVRKELRARIQSLPDLSRLPNVTGSHM.... Result: 0 (no interaction).